From a dataset of Catalyst prediction with 721,799 reactions and 888 catalyst types from USPTO. Predict which catalyst facilitates the given reaction. (1) Product: [NH2:13][N:17]1[CH:18]=[CH:19][CH:20]=[C:21]([CH3:22])[C:16]1=[NH2+:15].[CH3:8][C:3]1[CH:4]=[C:5]([CH3:7])[CH:6]=[C:1]([CH3:14])[C:2]=1[S:9]([O-:12])(=[O:11])=[O:10]. The catalyst class is: 2. Reactant: [C:1]1([CH3:14])[CH:6]=[C:5]([CH3:7])[CH:4]=[C:3]([CH3:8])[C:2]=1[S:9]([O:12][NH2:13])(=[O:11])=[O:10].[NH2:15][C:16]1[C:21]([CH3:22])=[CH:20][CH:19]=[CH:18][N:17]=1. (2) Reactant: Cl[C:2]1[N:3]=[N:4][CH:5]=[C:6](Cl)[C:7]=1[Cl:8].[NH:10]1[CH2:15][CH2:14][CH:13]([C:16]2[CH:25]=[CH:24][CH:23]=[CH:22][C:17]=2[C:18]([O:20][CH3:21])=[O:19])[CH2:12][CH2:11]1.C(=O)([O-])[O-].[K+].[K+].[NH2:32][NH2:33]. Product: [Cl:8][C:7]1[C:6]([N:10]2[CH2:15][CH2:14][CH:13]([C:16]3[CH:25]=[CH:24][CH:23]=[CH:22][C:17]=3[C:18]([O:20][CH3:21])=[O:19])[CH2:12][CH2:11]2)=[CH:5][N:4]=[N:3][C:2]=1[NH:32][NH2:33]. The catalyst class is: 872. (3) Reactant: [NH2:1][CH2:2][CH2:3][O:4][C:5]1[CH:10]=[CH:9][C:8]([NH:11][C:12](=[O:21])[C:13]2[CH:18]=[CH:17][CH:16]=[C:15]([O:19][CH3:20])[CH:14]=2)=[CH:7][C:6]=1[C:22]1[N:26]([CH3:27])[N:25]=[CH:24][CH:23]=1.[NH2:28][C:29](N)=[NH:30].C(N(CC)CC)C.C(O)(C(F)(F)F)=O. Product: [NH:1]([CH2:2][CH2:3][O:4][C:5]1[CH:10]=[CH:9][C:8]([NH:11][C:12](=[O:21])[C:13]2[CH:18]=[CH:17][CH:16]=[C:15]([O:19][CH3:20])[CH:14]=2)=[CH:7][C:6]=1[C:22]1[N:26]([CH3:27])[N:25]=[CH:24][CH:23]=1)[C:29]([NH2:30])=[NH:28]. The catalyst class is: 2. (4) Reactant: [CH3:1][C:2]([CH3:5])([O-])[CH3:3].[K+].[C:7]([C:9]1[CH:14]=[CH:13][N:12]=[CH:11][CH:10]=1)#[N:8].CN=[C:17]=[S:18].CI.[CH3:21][N:22]([CH3:25])[CH:23]=[O:24]. Product: [CH3:21][N:22]1[C:23](=[O:24])[C:1]([C:2]2[CH:5]=[CH:7][CH:9]=[C:10]([CH3:11])[CH:3]=2)=[C:7]([C:9]2[CH:14]=[CH:13][N:12]=[CH:11][CH:10]=2)[N:8]=[C:25]1[S:18][CH3:17]. The catalyst class is: 6. (5) Reactant: [C:1]12([NH2:11])[CH2:10][CH:5]3[CH2:6][CH:7]([CH2:9][CH:3]([CH2:4]3)[CH2:2]1)[CH2:8]2.[C:12]([C:16]1[CH:21]=[CH:20][C:19]([C:22]2[S:26][C:25]([CH:27]=O)=[CH:24][CH:23]=2)=[CH:18][CH:17]=1)([CH3:15])([CH3:14])[CH3:13].CS(O)(=O)=O. Product: [C:12]([C:16]1[CH:21]=[CH:20][C:19]([C:22]2[S:26][C:25]([CH2:27][NH:11][C:1]34[CH2:8][CH:7]5[CH2:6][CH:5]([CH2:4][CH:3]([CH2:9]5)[CH2:2]3)[CH2:10]4)=[CH:24][CH:23]=2)=[CH:18][CH:17]=1)([CH3:15])([CH3:14])[CH3:13]. The catalyst class is: 27.